From a dataset of Catalyst prediction with 721,799 reactions and 888 catalyst types from USPTO. Predict which catalyst facilitates the given reaction. (1) Reactant: [NH2:1][C@@H:2]([CH2:5][CH2:6][N:7]1[CH2:10][CH:9]([O:11][C:12]2[CH:17]=[CH:16][C:15]([Cl:18])=[CH:14][CH:13]=2)[CH2:8]1)[CH2:3][OH:4].C1([O:25][C:26](=O)[NH:27][C:28]2[N:29]([CH3:35])[N:30]=[C:31]([CH2:33][CH3:34])[CH:32]=2)C=CC=CC=1. Product: [Cl:18][C:15]1[CH:14]=[CH:13][C:12]([O:11][CH:9]2[CH2:10][N:7]([CH2:6][CH2:5][C@H:2]([NH:1][C:26]([NH:27][C:28]3[N:29]([CH3:35])[N:30]=[C:31]([CH2:33][CH3:34])[CH:32]=3)=[O:25])[CH2:3][OH:4])[CH2:8]2)=[CH:17][CH:16]=1. The catalyst class is: 16. (2) Reactant: C[O:2][C:3](=[O:32])[CH2:4][O:5][C:6]1[CH:15]=[CH:14][C:13]([Cl:16])=[C:12]2[C:7]=1[C:8]([CH2:30][CH3:31])=[C:9]([CH2:19][C:20]1[CH:25]=[CH:24][C:23]([S:26]([CH3:29])(=[O:28])=[O:27])=[CH:22][CH:21]=1)[C:10]([CH2:17][CH3:18])=[N:11]2.CO.[OH-].[Na+]. The catalyst class is: 106. Product: [Cl:16][C:13]1[CH:14]=[CH:15][C:6]([O:5][CH2:4][C:3]([OH:32])=[O:2])=[C:7]2[C:12]=1[N:11]=[C:10]([CH2:17][CH3:18])[C:9]([CH2:19][C:20]1[CH:21]=[CH:22][C:23]([S:26]([CH3:29])(=[O:27])=[O:28])=[CH:24][CH:25]=1)=[C:8]2[CH2:30][CH3:31]. (3) Reactant: [NH2:1][C@H:2]([C:7]([OH:9])=O)[CH2:3][CH2:4][S:5][CH3:6].[CH:10]1[CH:11]=[CH:12][C:13]2N(O)N=N[C:14]=2[CH:15]=1.C(N(CC)CC)C.[C:27]([O:31][C:32](=[O:36])[C@H:33]([CH3:35])[NH2:34])([CH3:30])([CH3:29])[CH3:28]. Product: [CH2:27]([O:31][C:32]([NH:1][C@H:2]([C:7]([NH:34][C@@H:33]([C:32]([O:31][C:27]([CH3:30])([CH3:29])[CH3:28])=[O:36])[CH3:35])=[O:9])[CH2:3][CH2:4][S:5][CH3:6])=[O:36])[C:14]1[CH:13]=[CH:12][CH:11]=[CH:10][CH:15]=1. The catalyst class is: 3. (4) Reactant: FC(F)(F)C(O)=O.C(OC([N:15]1[CH2:21][CH2:20][CH2:19][CH:18]([N:22]([CH2:28][C:29]2[CH:34]=[C:33]([C:35]([F:38])([F:37])[F:36])[CH:32]=[C:31]([C:39]([F:42])([F:41])[F:40])[CH:30]=2)[C:23]2[NH:27][N:26]=[N:25][N:24]=2)[C:17]2[CH:43]=[C:44]([CH3:51])[C:45]([C:47]([F:50])([F:49])[F:48])=[CH:46][C:16]1=2)=O)(C)(C)C.C(=O)([O-])[O-].[Na+].[Na+]. Product: [F:42][C:39]([F:40])([F:41])[C:31]1[CH:30]=[C:29]([CH:34]=[C:33]([C:35]([F:36])([F:37])[F:38])[CH:32]=1)[CH2:28][N:22]([CH:18]1[CH2:19][CH2:20][CH2:21][NH:15][C:16]2[CH:46]=[C:45]([C:47]([F:48])([F:49])[F:50])[C:44]([CH3:51])=[CH:43][C:17]1=2)[C:23]1[NH:27][N:26]=[N:25][N:24]=1. The catalyst class is: 4. (5) Reactant: [Br:1][C:2]1[CH:7]=[CH:6][N:5]=[C:4]2[NH:8][CH:9]=[CH:10][C:3]=12.FC(S(OS(C(F)(F)F)(=O)=O)(=O)=[O:16])(F)F.N1[C:30]2=[N+]([O-])C=C[CH:34]=[C:29]2[CH:28]=C1.CN(C)[CH:38]=[O:39]. Product: [Br:1][C:2]1[CH:7]=[CH:6][N:5]=[C:4]2[N:8]([C:38]([O:39][C:29]([CH3:30])([CH3:34])[CH3:28])=[O:16])[CH:9]=[CH:10][C:3]=12. The catalyst class is: 689.